Task: Predict the reactants needed to synthesize the given product.. Dataset: Full USPTO retrosynthesis dataset with 1.9M reactions from patents (1976-2016) (1) Given the product [Br:1][C:2]1[C:11]2[C:6](=[CH:7][CH:8]=[C:9]([CH:12]([C:18]3[CH:23]=[CH:22][C:21]([Cl:24])=[CH:20][CH:19]=3)[C:13]3[S:14][CH:15]=[CH:16][N:17]=3)[CH:10]=2)[N:5]([CH3:26])[C:4](=[O:25])[CH:3]=1, predict the reactants needed to synthesize it. The reactants are: [Br:1][C:2]1[C:11]2[C:6](=[CH:7][CH:8]=[C:9]([CH:12]([C:18]3[CH:23]=[CH:22][C:21]([Cl:24])=[CH:20][CH:19]=3)[C:13]3[S:14][CH:15]=[CH:16][N:17]=3)[CH:10]=2)[NH:5][C:4](=[O:25])[CH:3]=1.[C:26](=O)([O-])[O-].[K+].[K+].CI. (2) Given the product [F:25][C:19]1[CH:20]=[CH:21][CH:22]=[C:23]([F:24])[C:18]=1[O:17][C:14]1[CH:13]=[CH:12][C:11]([C:10]2[C:3]3[C:4](=[N:5][CH:6]=[N:7][C:2]=3[NH2:1])[N:8]([CH2:26][C@H:27]3[CH2:31][CH2:30][CH2:29][NH:28]3)[N:9]=2)=[CH:16][CH:15]=1, predict the reactants needed to synthesize it. The reactants are: [NH2:1][C:2]1[N:7]=[CH:6][N:5]=[C:4]2[N:8]([CH2:26][C@H:27]3[CH2:31][CH2:30][CH2:29][N:28]3C(OC(C)(C)C)=O)[N:9]=[C:10]([C:11]3[CH:16]=[CH:15][C:14]([O:17][C:18]4[C:23]([F:24])=[CH:22][CH:21]=[CH:20][C:19]=4[F:25])=[CH:13][CH:12]=3)[C:3]=12.FC(F)(F)C(O)=O. (3) Given the product [C:17]([C:9]1[CH:10]=[C:11]2[C:16]3=[C:15]4[C:4]([CH:3]=[CH:2][CH:1]=[C:14]4[CH:13]=[CH:12]2)=[CH:5][CH:6]=[C:7]3[CH:8]=1)([CH3:20])([CH3:19])[CH3:18], predict the reactants needed to synthesize it. The reactants are: [CH:1]1[C:14]2[C:15]3=[C:16]4[C:11](=[CH:12][CH:13]=2)[CH:10]=[CH:9][CH:8]=[C:7]4[CH:6]=[CH:5][C:4]3=[CH:3][CH:2]=1.[C:17](Cl)([CH3:20])([CH3:19])[CH3:18].[Cl-].[Al+3].[Cl-].[Cl-]. (4) Given the product [CH3:1][O:2][C:3]1[CH:8]=[CH:7][C:6]([C:9]2[C:10]3[O:17][C:16](/[CH:18]=[C:19]4/[C:20](=[O:25])[N:21]=[C:22]([S:24][CH3:28])[S:23]/4)=[CH:15][C:11]=3[CH:12]=[N:13][CH:14]=2)=[CH:5][CH:4]=1, predict the reactants needed to synthesize it. The reactants are: [CH3:1][O:2][C:3]1[CH:8]=[CH:7][C:6]([C:9]2[C:10]3[O:17][C:16](/[CH:18]=[C:19]4/[C:20](=[O:25])[NH:21][C:22](=[S:24])[S:23]/4)=[CH:15][C:11]=3[CH:12]=[N:13][CH:14]=2)=[CH:5][CH:4]=1.IC.[CH:28](N(C(C)C)CC)(C)C. (5) Given the product [C:8]1([N:7]([C:29]2[CH:30]=[CH:31][CH:32]=[CH:33][CH:34]=2)[C:1]2[CH:6]=[CH:5][C:4]([C:39]3[N:40]=[CH:41][C:36]([C:36]4[CH:41]=[N:40][C:39]([C:42]5[N:46]([C:47]6[CH:52]=[CH:51][CH:50]=[CH:49][CH:48]=6)[C:45]6[CH:53]=[CH:54][CH:55]=[CH:56][C:44]=6[N:43]=5)=[CH:38][CH:37]=4)=[CH:37][CH:38]=3)=[CH:3][CH:2]=2)[CH:13]=[CH:12][CH:56]=[CH:44][CH:45]=1, predict the reactants needed to synthesize it. The reactants are: [C:1]1([N:7]([C:29]2[CH:34]=[CH:33][CH:32]=[CH:31][CH:30]=2)[C:8]2[CH:13]=[CH:12]C(C3C=CC(B4OC(C)(C)C(C)(C)O4)=CN=3)=CC=2)[CH:6]=[CH:5][CH:4]=[CH:3][CH:2]=1.Br[C:36]1[CH:37]=[CH:38][C:39]([C:42]2[N:46]([C:47]3[CH:52]=[CH:51][CH:50]=[CH:49][CH:48]=3)[C:45]3[CH:53]=[CH:54][CH:55]=[CH:56][C:44]=3[N:43]=2)=[N:40][CH:41]=1.C([O-])([O-])=O.[Na+].[Na+].O. (6) The reactants are: FC(F)(F)C([N:5]1[CH2:11][CH2:10][C:9]2[CH:12]=[C:13]([CH2:16][CH2:17][CH2:18][CH2:19][CH2:20][CH2:21][CH2:22][CH3:23])[CH:14]=[CH:15][C:8]=2[CH2:7][CH2:6]1)=O.C([O-])(O)=O.[Na+]. Given the product [CH2:16]([C:13]1[CH:14]=[CH:15][C:8]2[CH2:7][CH2:6][NH:5][CH2:11][CH2:10][C:9]=2[CH:12]=1)[CH2:17][CH2:18][CH2:19][CH2:20][CH2:21][CH2:22][CH3:23], predict the reactants needed to synthesize it. (7) Given the product [CH2:20]([N:18]([CH3:19])[C:13]1[CH:12]=[CH:11][C:10]2[CH2:9][NH:8][CH2:17][CH2:16][C:15]=2[N:14]=1)[CH:21]([CH3:23])[CH3:22], predict the reactants needed to synthesize it. The reactants are: C([N:8]1[CH2:17][CH2:16][C:15]2[N:14]=[C:13]([N:18]([CH2:20][CH:21]([CH3:23])[CH3:22])[CH3:19])[CH:12]=[CH:11][C:10]=2[CH2:9]1)C1C=CC=CC=1. (8) Given the product [CH2:11]([C:18]1[C:23]([I:24])=[CH:22][CH:21]=[C:20]([N:25]2[CH2:29][C@H:28]([O:30][CH3:31])[C@H:27]([O:9][C:7](=[O:10])[CH3:8])[CH2:26]2)[N:19]=1)[C:12]1[CH:13]=[CH:14][CH:15]=[CH:16][CH:17]=1, predict the reactants needed to synthesize it. The reactants are: C(=O)([O-])[O-].[Cs+].[Cs+].[C:7]([OH:10])(=[O:9])[CH3:8].[CH2:11]([C:18]1[C:23]([I:24])=[CH:22][CH:21]=[C:20]([N:25]2[CH2:29][C@H:28]([O:30][CH3:31])[C@@H:27](OS(C3C=CC=C([N+]([O-])=O)C=3)(=O)=O)[CH2:26]2)[N:19]=1)[C:12]1[CH:17]=[CH:16][CH:15]=[CH:14][CH:13]=1. (9) Given the product [CH3:14][NH:13][C:11]([C:10]1[CH:15]=[CH:16][CH:17]=[CH:18][C:9]=1[NH:8][C:6]1[C:5]([C:19]([F:22])([F:21])[F:20])=[CH:4][N:3]=[C:2]([NH:23][C:24]2[CH:29]=[CH:28][C:27]([CH:30]([P:32](=[O:39])([O:33][CH2:34][CH3:35])[O:36][CH2:37][CH3:38])[O:31][CH2:5][C:19]([F:22])([F:21])[F:20])=[CH:26][CH:25]=2)[N:7]=1)=[O:12], predict the reactants needed to synthesize it. The reactants are: Cl[C:2]1[N:7]=[C:6]([NH:8][C:9]2[CH:18]=[CH:17][CH:16]=[CH:15][C:10]=2[C:11]([NH:13][CH3:14])=[O:12])[C:5]([C:19]([F:22])([F:21])[F:20])=[CH:4][N:3]=1.[NH2:23][C:24]1[CH:29]=[CH:28][C:27]([CH:30]([P:32](=[O:39])([O:36][CH2:37][CH3:38])[O:33][CH2:34][CH3:35])[OH:31])=[CH:26][CH:25]=1.